This data is from Retrosynthesis with 50K atom-mapped reactions and 10 reaction types from USPTO. The task is: Predict the reactants needed to synthesize the given product. (1) Given the product CCc1n[nH]c(CC)c1Cc1nccn1Cc1ccccc1, predict the reactants needed to synthesize it. The reactants are: CCC(=O)C(Cc1nccn1Cc1ccccc1)C(=O)CC.NN. (2) Given the product CC(C)C(=O)Nc1cccc(-c2cccc3cc(C(=O)N[C@H]4CN5CCC4CC5)sc23)c1, predict the reactants needed to synthesize it. The reactants are: CC(C)C(=O)Cl.Nc1cccc(-c2cccc3cc(C(=O)N[C@H]4CN5CCC4CC5)sc23)c1.